This data is from Catalyst prediction with 721,799 reactions and 888 catalyst types from USPTO. The task is: Predict which catalyst facilitates the given reaction. (1) Reactant: Cl.[CH:2]1([CH2:5][N:6]2[C:10]3[CH:11]=[CH:12][C:13]([C:15]4[CH:16]=[C:17]([CH2:21][NH2:22])[CH:18]=[CH:19][CH:20]=4)=[CH:14][C:9]=3[N:8]([CH3:23])[S:7]2(=[O:25])=[O:24])[CH2:4][CH2:3]1.F[C:27]1[N:34]=[CH:33][CH:32]=[CH:31][C:28]=1[C:29]#[N:30].CN1C(=O)CCC1.CCN(C(C)C)C(C)C. Product: [CH:2]1([CH2:5][N:6]2[C:10]3[CH:11]=[CH:12][C:13]([C:15]4[CH:16]=[C:17]([CH:18]=[CH:19][CH:20]=4)[CH2:21][NH:22][C:27]4[N:34]=[CH:33][CH:32]=[CH:31][C:28]=4[C:29]#[N:30])=[CH:14][C:9]=3[N:8]([CH3:23])[S:7]2(=[O:24])=[O:25])[CH2:4][CH2:3]1. The catalyst class is: 5. (2) Reactant: Cl.Cl.[CH3:3][C:4]1[CH:9]=[CH:8][C:7]([NH2:10])=[C:6]([NH2:11])[CH:5]=1.N[C:13](N)=[O:14]. Product: [CH3:3][C:4]1[CH:9]=[CH:8][C:7]2[NH:10][C:13](=[O:14])[NH:11][C:6]=2[CH:5]=1. The catalyst class is: 74. (3) Reactant: [NH2:1][C:2]1[CH:6]2[N:7]([CH3:23])[C:8](=[O:22])[C:9]([C:11]3[CH:12]=[C:13]([CH:18]=[CH:19][C:20]=3[CH3:21])[C:14]([NH:16][CH3:17])=[O:15])=[CH:10][CH:5]2[NH:4][N:3]=1.[CH:24](=O)[CH2:25][CH3:26].C(O[BH-](O[C:38](=O)[CH3:39])OC(=O)C)(=O)C.[Na+].[C:42](O)(=O)C. Product: [CH2:24]([N:1]([CH2:42][CH2:38][CH3:39])[C:2]1[CH:6]2[N:7]([CH3:23])[C:8](=[O:22])[C:9]([C:11]3[CH:12]=[C:13]([CH:18]=[CH:19][C:20]=3[CH3:21])[C:14]([NH:16][CH3:17])=[O:15])=[CH:10][CH:5]2[NH:4][N:3]=1)[CH2:25][CH3:26]. The catalyst class is: 7. (4) Reactant: N#N.Cl.Cl.[Br:5][C:6]1[CH:11]=[CH:10][C:9]([CH2:12][C@H:13]([C:15]2[NH:19][C:18]3[CH:20]=[C:21]([F:24])[CH:22]=[CH:23][C:17]=3[N:16]=2)[NH2:14])=[CH:8][CH:7]=1.[OH-].[Na+]. Product: [Br:5][C:6]1[CH:11]=[CH:10][C:9]([CH2:12][C@H:13]([C:15]2[NH:19][C:18]3[CH:20]=[C:21]([F:24])[CH:22]=[CH:23][C:17]=3[N:16]=2)[NH2:14])=[CH:8][CH:7]=1. The catalyst class is: 2. (5) Reactant: FC(F)(F)S(O[C:7]1[CH:12]=[CH:11][N:10]=[C:9]2[NH:13][C:14]3[C:19]([C:8]=12)=[CH:18][C:17]([O:20][S:21]([C:24]([F:27])([F:26])[F:25])(=[O:23])=[O:22])=[N:16][CH:15]=3)(=O)=O.[CH3:30][N:31]([CH3:52])[CH2:32][CH2:33][NH:34][C:35](=[O:51])[C:36]1[CH:41]=[CH:40][C:39](B2OC(C)(C)C(C)(C)O2)=[CH:38][CH:37]=1.C(=O)([O-])[O-].[Cs+].[Cs+].O. Product: [F:25][C:24]([F:26])([F:27])[S:21]([O:20][C:17]1[CH:18]=[C:19]2[C:8]3[C:9](=[N:10][CH:11]=[CH:12][C:7]=3[C:39]3[CH:38]=[CH:37][C:36]([C:35](=[O:51])[NH:34][CH2:33][CH2:32][N:31]([CH3:30])[CH3:52])=[CH:41][CH:40]=3)[NH:13][C:14]2=[CH:15][N:16]=1)(=[O:23])=[O:22]. The catalyst class is: 439. (6) Reactant: [CH2:1]([CH:8]1[CH2:12][O:11][C:10](=[O:13])[N:9]1[C:14](=[O:30])[CH:15]([CH2:20][NH:21][O:22][CH2:23][C:24]1[CH:29]=[CH:28][CH:27]=[CH:26][CH:25]=1)[CH2:16][CH:17]([CH3:19])[CH3:18])[C:2]1[CH:7]=[CH:6][CH:5]=[CH:4][CH:3]=1.C(C(C(O)=O)C(O)=O)C(C)C.[C:42](O[C:42]([O:44][C:45]([CH3:48])([CH3:47])[CH3:46])=[O:43])([O:44][C:45]([CH3:48])([CH3:47])[CH3:46])=[O:43].C(N(CC)CC)C.Cl. Product: [CH2:1]([C@@H:8]1[CH2:12][O:11][C:10](=[O:13])[N:9]1[C:14]([C@@H:15]([CH2:16][CH:17]([CH3:19])[CH3:18])[CH2:20][N:21]([O:22][CH2:23][C:24]1[CH:29]=[CH:28][CH:27]=[CH:26][CH:25]=1)[C:42](=[O:43])[O:44][C:45]([CH3:48])([CH3:47])[CH3:46])=[O:30])[C:2]1[CH:3]=[CH:4][CH:5]=[CH:6][CH:7]=1. The catalyst class is: 64. (7) Product: [F:17][C:2]([F:1])([F:18])[C:3]1[CH:4]=[CH:5][C:6]([C:9]2[O:13][N:12]=[CH:11][C:10]=2[C:14]([N:54]2[CH2:55][CH2:56][CH2:57][CH:52]([C:49]([OH:51])([CH3:50])[CH3:48])[CH2:53]2)=[O:16])=[CH:7][CH:8]=1. The catalyst class is: 10. Reactant: [F:1][C:2]([F:18])([F:17])[C:3]1[CH:8]=[CH:7][C:6]([C:9]2[O:13][N:12]=[CH:11][C:10]=2[C:14]([OH:16])=O)=[CH:5][CH:4]=1.[B-](F)(F)(F)F.CN(C(ON1N=NC2C1=CC=CC=2)=[N+](C)C)C.N1C=CC=CC=1.Cl.[CH3:48][C:49]([CH:52]1[CH2:57][CH2:56][CH2:55][NH:54][CH2:53]1)([OH:51])[CH3:50]. (8) Reactant: [Cl:1][C:2]1[N:7]=[C:6]([C:8]2[CH:13]=[CH:12][CH:11]=[C:10]([O:14][CH3:15])[CH:9]=2)[C:5]([CH2:16][C:17](N2C3C=CC=CC=3N=N2)=[O:18])=[CH:4][CH:3]=1.[Cl-].[Cl-].[Cl-].[Al+3]. Product: [Cl:1][C:2]1[CH:3]=[CH:4][C:5]2[C:6](=[C:8]3[CH:9]=[C:10]([O:14][CH3:15])[CH:11]=[CH:12][C:13]3=[C:17]([OH:18])[CH:16]=2)[N:7]=1. The catalyst class is: 68. (9) Reactant: [H-].[Na+].[C:3]([O:9][CH3:10])(=[O:8])[C:4](OC)=O.CC([N:15]([C:19]1[CH:24]=[CH:23][C:22]([C:25](=[O:27])C)=[CH:21][CH:20]=1)[C:16](=[O:18])[O-:17])(C)C. Product: [CH3:21][C:22]([O:17][C:16]([NH:15][C:19]1[CH:20]=[CH:21][C:22](/[C:25](/[OH:27])=[CH:4]/[C:3]([O:9][CH3:10])=[O:8])=[CH:23][CH:24]=1)=[O:18])([CH3:25])[CH3:23]. The catalyst class is: 3.